Dataset: CYP2C9 inhibition data for predicting drug metabolism from PubChem BioAssay. Task: Regression/Classification. Given a drug SMILES string, predict its absorption, distribution, metabolism, or excretion properties. Task type varies by dataset: regression for continuous measurements (e.g., permeability, clearance, half-life) or binary classification for categorical outcomes (e.g., BBB penetration, CYP inhibition). Dataset: cyp2c9_veith. (1) The result is 0 (non-inhibitor). The molecule is C[N+]1(CCC(=O)c2ccco2)CC2CCC(CC2)C1. (2) The molecule is CC(C)(C)c1ccc(C(=O)N2CCC(C(=O)NCCC3=CCCCC3)CC2)cc1. The result is 1 (inhibitor). (3) The molecule is NOCC(=O)O. The result is 0 (non-inhibitor). (4) The compound is Cc1nnc2ccc(-c3cccc(C(F)(F)F)c3)nn12. The result is 0 (non-inhibitor). (5) The molecule is COc1cccc(Nc2ncc3nc(CCc4ccccc4)c(=O)n(C4CC4)c3n2)c1. The result is 0 (non-inhibitor).